Dataset: Reaction yield outcomes from USPTO patents with 853,638 reactions. Task: Predict the reaction yield, written as a fraction of the theoretical maximum amount of product (1.0 means a 100% yield; for example, 0.34 means a 34% yield). (1) The reactants are NC1C=C(C([C:14]2[CH:19]=[CH:18][C:17]([O:20][CH3:21])=[C:16]([O:22][CH3:23])[CH:15]=2)=CC#N)C=CC=1OC.[Mg].[CH3:25][O:26][C:27]1[CH:28]=[C:29]([CH:32]=[CH:33][C:34]=1[N+:35]([O-:37])=[O:36])[CH:30]=[O:31]. No catalyst specified. The product is [CH3:25][O:26][C:27]1[CH:28]=[C:29]([CH:30]([C:14]2[CH:19]=[CH:18][C:17]([O:20][CH3:21])=[C:16]([O:22][CH3:23])[CH:15]=2)[OH:31])[CH:32]=[CH:33][C:34]=1[N+:35]([O-:37])=[O:36]. The yield is 0.720. (2) The reactants are [CH:1]1[C:10]2[C:5](=[CH:6][CH:7]=[CH:8][CH:9]=2)[CH:4]=[CH:3][C:2]=1[S:11](Cl)(=[O:13])=[O:12].[NH2:15][C:16]1[CH:17]=[C:18]([C:22]2[NH:26][N:25]=[N:24][N:23]=2)[CH:19]=[CH:20][CH:21]=1. No catalyst specified. The product is [NH:26]1[C:22]([C:18]2[CH:17]=[C:16]([NH:15][S:11]([C:2]3[CH:3]=[CH:4][C:5]4[C:10](=[CH:9][CH:8]=[CH:7][CH:6]=4)[CH:1]=3)(=[O:13])=[O:12])[CH:21]=[CH:20][CH:19]=2)=[N:23][N:24]=[N:25]1. The yield is 0.570. (3) The reactants are [C:1]([C:3]1[CH:11]=[C:10]([O:12][CH3:13])[CH:9]=[CH:8][C:4]=1[C:5]([OH:7])=O)#[N:2].[CH3:14][CH2:15][CH2:16][CH:17]([NH2:21])[CH2:18][CH2:19][CH3:20]. No catalyst specified. The product is [C:1]([C:3]1[CH:11]=[C:10]([O:12][CH3:13])[CH:9]=[CH:8][C:4]=1[C:5]([NH:21][CH:17]([CH2:18][CH2:19][CH3:20])[CH2:16][CH2:15][CH3:14])=[O:7])#[N:2]. The yield is 0.730.